Dataset: Forward reaction prediction with 1.9M reactions from USPTO patents (1976-2016). Task: Predict the product of the given reaction. (1) Given the reactants [CH2:1]1[CH2:6][CH2:5][C:4]([CH2:11][NH2:12])([CH2:7][C:8]([OH:10])=[O:9])[CH2:3][CH2:2]1.Br.C(N(CCCC)CCCC)CCC, predict the reaction product. The product is: [CH2:1]1[CH2:2][CH2:3][C:4]([CH2:11][NH2:12])([CH2:7][C:8]([OH:10])=[O:9])[CH2:5][CH2:6]1. (2) The product is: [N+:8]([C:7]1[CH:6]=[CH:5][CH:4]=[C:3]2[C:2]=1[CH:1]=[N:12][NH:11]2)([O-:10])=[O:9]. Given the reactants [CH3:1][C:2]1[C:7]([N+:8]([O-:10])=[O:9])=[CH:6][CH:5]=[CH:4][C:3]=1[NH2:11].[N:12]([O-])=O.[Na+], predict the reaction product. (3) Given the reactants [CH3:1][N:2]1[CH2:7][CH2:6][CH:5]([N:8]2[CH2:13][CH2:12][NH:11][CH2:10][CH2:9]2)[CH2:4][CH2:3]1.[CH3:14][C:15]1[CH:20]=[C:19]([CH3:21])[CH:18]=[C:17]([CH3:22])[C:16]=1[S:23](Cl)(=[O:25])=[O:24].C(N(CC)C(C)C)(C)C, predict the reaction product. The product is: [C:15]1([CH3:14])[CH:20]=[C:19]([CH3:21])[CH:18]=[C:17]([CH3:22])[C:16]=1[S:23]([N:11]1[CH2:12][CH2:13][N:8]([CH:5]2[CH2:4][CH2:3][N:2]([CH3:1])[CH2:7][CH2:6]2)[CH2:9][CH2:10]1)(=[O:24])=[O:25]. (4) Given the reactants [NH2:1][CH:2]1[CH2:7][CH2:6][N:5]([C:8]([O:10][C:11]([CH3:14])([CH3:13])[CH3:12])=[O:9])[CH2:4][CH2:3]1.C(N(CC)CC)C.[Br:22][CH:23]([CH2:27][CH2:28][Br:29])[C:24](Cl)=[O:25], predict the reaction product. The product is: [Br:22][CH:23]([CH2:27][CH2:28][Br:29])[C:24]([NH:1][CH:2]1[CH2:3][CH2:4][N:5]([C:8]([O:10][C:11]([CH3:14])([CH3:13])[CH3:12])=[O:9])[CH2:6][CH2:7]1)=[O:25]. (5) Given the reactants CC(C)([O-])C.[K+].[C:7]([CH2:9]P(=O)(OCC)OCC)#[N:8].[S:18]1(=[O:26])(=[O:25])[CH2:23][CH2:22][C:21](=O)[CH2:20][CH2:19]1, predict the reaction product. The product is: [O:25]=[S:18]1(=[O:26])[CH2:23][CH2:22][C:21](=[CH:9][C:7]#[N:8])[CH2:20][CH2:19]1. (6) Given the reactants Cl[C:2]1[N:7]2[N:8]=[CH:9][C:10]([C:11]3[C:16]([CH3:17])=[CH:15][C:14]([CH3:18])=[CH:13][C:12]=3[CH3:19])=[C:6]2[N:5]=[C:4]([CH3:20])[CH:3]=1.[CH2:21]([NH:24][CH2:25][CH3:26])[CH2:22][CH3:23].[CH3:27]N1CCCC1=O, predict the reaction product. The product is: [CH3:27][C:9]1[C:10]([C:11]2[C:16]([CH3:17])=[CH:15][C:14]([CH3:18])=[CH:13][C:12]=2[CH3:19])=[C:6]2[N:5]=[C:4]([CH3:20])[CH:3]=[C:2]([N:24]([CH2:25][CH3:26])[CH2:21][CH2:22][CH3:23])[N:7]2[N:8]=1.